This data is from hERG potassium channel inhibition data for cardiac toxicity prediction from Karim et al.. The task is: Regression/Classification. Given a drug SMILES string, predict its toxicity properties. Task type varies by dataset: regression for continuous values (e.g., LD50, hERG inhibition percentage) or binary classification for toxic/non-toxic outcomes (e.g., AMES mutagenicity, cardiotoxicity, hepatotoxicity). Dataset: herg_karim. (1) The drug is O=C(O)c1ccc(N2CCC(CN3CCC(Oc4ccc(Cl)c(Cl)c4)CC3)CC2)cc1. The result is 0 (non-blocker). (2) The molecule is COc1cccc(N2CCN(Cc3nc4c5cccc(OC)c5nc(N)n4n3)[C@H](C)C2)c1. The result is 0 (non-blocker).